This data is from Experimentally validated miRNA-target interactions with 360,000+ pairs, plus equal number of negative samples. The task is: Binary Classification. Given a miRNA mature sequence and a target amino acid sequence, predict their likelihood of interaction. (1) The miRNA is mmu-miR-467b-5p with sequence GUAAGUGCCUGCAUGUAUAUG. The protein sequence of the target gene is MPDRTEKHSTMPDSPVDVKTQSRLTPPAMPPPPTTQGAPRTSSFTPTTLTNGTSHSPTALNGAPSPPNGFSNGPSSSSSSSLANQQLPPACGARQLSKLKRFLTTLQQFGNDISPEIGERVRTLVLGLVNSTLTIEEFHSKLQEATNFPLRPFVIPFLKANLPLLQRELLHCARLAKQNPAQYLAQHEQLLLDASTTSPVDSSELLLDVNENGKRRTPDRTKENGFDREPLHSEHPSKRPCTISPGQRYSPNNGLSYQPNGLPHPTPPPPQHYRLDDMAIAHHYRDSYRHPSHRDLRDRN.... Result: 1 (interaction). (2) The miRNA is hsa-miR-3666 with sequence CAGUGCAAGUGUAGAUGCCGA. The protein sequence of the target gene is MGTAAAAAAAAAAAAAGEGARSPSPAAVSLGLGVAVVSSLVNGSTFVLQKKGIVRAKRRGTSYLTDIVWWAGTIAMAVGQIGNFLAYTAVPTVLVTPLGALGVPFGSILASYLLKEKLNILGKLGCLLSCAGSVVLIIHSPKSESVTTQAELEEKLTNPVFVGYLCIVLLMLLLLIFWIAPAHGPTNIMVYISICSLLGSFTVPSTKGIGLAAQDILHNNPSSQRALCLCLVLLAVLGCSIIVQFRYINKALECFDSSVFGAIYYVVFTTLVLLASAILFREWSNVGLVDFLGMACGFTT.... Result: 1 (interaction).